Dataset: Forward reaction prediction with 1.9M reactions from USPTO patents (1976-2016). Task: Predict the product of the given reaction. (1) The product is: [CH:1]1([CH2:7][N:16]2[C:17]3[C@:18]4([CH3:28])[C:25]([CH3:27])([CH3:26])[C@@H:21]([CH2:20][CH2:19]4)[C:22]=3[C:23](=[O:24])[N:15]2[C:9]2[CH:10]=[CH:11][CH:12]=[CH:13][CH:14]=2)[CH2:6][CH2:5][CH2:4][CH2:3][CH2:2]1. Given the reactants [CH:1]1([CH2:7]Br)[CH2:6][CH2:5][CH2:4][CH2:3][CH2:2]1.[C:9]1([N:15]2[C:23](=[O:24])[C:22]3[C@@H:21]4[C:25]([CH3:27])([CH3:26])[C@@:18]([CH3:28])([CH2:19][CH2:20]4)[C:17]=3[NH:16]2)[CH:14]=[CH:13][CH:12]=[CH:11][CH:10]=1.C, predict the reaction product. (2) Given the reactants Cl[C:2]1[CH:11]=[CH:10][N:9]=[C:8]2[C:3]=1[CH:4]=[CH:5][C:6]([C:12]([F:15])([F:14])[F:13])=[N:7]2.[CH3:16][C:17]1[CH:18]=[CH:19][C:20]([S:24][C:25]2[CH:30]=[CH:29][CH:28]=[CH:27][CH:26]=2)=[C:21]([NH2:23])[CH:22]=1, predict the reaction product. The product is: [CH3:16][C:17]1[CH:18]=[CH:19][C:20]([S:24][C:25]2[CH:26]=[CH:27][CH:28]=[CH:29][CH:30]=2)=[C:21]([NH:23][C:2]2[C:3]3[C:8](=[N:7][C:6]([C:12]([F:15])([F:14])[F:13])=[CH:5][CH:4]=3)[N:9]=[CH:10][CH:11]=2)[CH:22]=1. (3) Given the reactants [NH2:1][C:2]1[CH:10]=[C:9]2[C:5]([CH:6]=[CH:7][NH:8]2)=[C:4]([C:11]2[C:19]3[C:18]([NH:20][C@H:21]([C:23]4[N:28]([C:29]5[CH:34]=[CH:33][CH:32]=[CH:31][CH:30]=5)[C:27](=[O:35])[C:26]5=[C:36]([CH3:39])[CH:37]=[CH:38][N:25]5[N:24]=4)[CH3:22])=[N:17][CH:16]=[N:15][C:14]=3[N:13]([CH2:40][O:41][CH2:42][CH2:43][Si:44]([CH3:47])([CH3:46])[CH3:45])[CH:12]=2)[CH:3]=1.N1C=CC=CC=1.[S:54](Cl)(=[O:57])(=[O:56])[NH2:55], predict the reaction product. The product is: [CH3:39][C:36]1[CH:37]=[CH:38][N:25]2[C:26]=1[C:27](=[O:35])[N:28]([C:29]1[CH:34]=[CH:33][CH:32]=[CH:31][CH:30]=1)[C:23]([C@@H:21]([NH:20][C:18]1[C:19]3[C:11]([C:4]4[CH:3]=[C:2]([NH:1][S:54]([NH2:55])(=[O:57])=[O:56])[CH:10]=[C:9]5[C:5]=4[CH:6]=[CH:7][NH:8]5)=[CH:12][N:13]([CH2:40][O:41][CH2:42][CH2:43][Si:44]([CH3:45])([CH3:47])[CH3:46])[C:14]=3[N:15]=[CH:16][N:17]=1)[CH3:22])=[N:24]2.